This data is from Full USPTO retrosynthesis dataset with 1.9M reactions from patents (1976-2016). The task is: Predict the reactants needed to synthesize the given product. (1) Given the product [CH3:1][C:2]1[CH:3]=[CH:4][CH:5]=[CH:6][C:7]=1[CH3:8].[C:12]1(=[O:13])[O:14][C:9](=[O:15])[CH:10]=[CH:11]1, predict the reactants needed to synthesize it. The reactants are: [CH3:1][C:2]1[CH:3]=[CH:4][CH:5]=[CH:6][C:7]=1[CH3:8].[C:9]1(=[O:15])[O:14][C:12](=[O:13])[CH:11]=[CH:10]1. (2) Given the product [Br:1][CH2:2][C@H:3]([O:4][Si:27]([C:30]([CH3:33])([CH3:32])[CH3:31])([CH3:29])[CH3:28])[C:5]1[CH:10]=[CH:9][C:8]([O:11][CH2:12][C:13]2[CH:14]=[CH:15][CH:16]=[CH:17][CH:18]=2)=[C:7]([NH:19][CH:20]=[O:21])[CH:6]=1, predict the reactants needed to synthesize it. The reactants are: [Br:1][CH2:2][C@@H:3]([C:5]1[CH:10]=[CH:9][C:8]([O:11][CH2:12][C:13]2[CH:18]=[CH:17][CH:16]=[CH:15][CH:14]=2)=[C:7]([NH:19][CH:20]=[O:21])[CH:6]=1)[OH:4].N1C=CN=C1.[Si:27](Cl)([C:30]([CH3:33])([CH3:32])[CH3:31])([CH3:29])[CH3:28]. (3) Given the product [CH:8]1[C:9]2[C:4](=[CH:3][C:2]([CH:14]3[CH2:15][CH2:16][C:12](=[O:17])[CH2:13]3)=[CH:11][CH:10]=2)[CH:5]=[CH:6][N:7]=1, predict the reactants needed to synthesize it. The reactants are: Br[C:2]1[CH:3]=[C:4]2[C:9](=[CH:10][CH:11]=1)[CH:8]=[N:7][CH:6]=[CH:5]2.[CH:12]1([OH:17])[CH2:16][CH2:15][CH:14]=[CH:13]1.C([O-])(=O)C.[K+]. (4) Given the product [NH2:13][C:11]1[NH:10][N:9]=[C:8]([C:6]([NH:5][CH:1]2[CH2:2][CH2:3][CH2:4]2)=[O:7])[CH:12]=1, predict the reactants needed to synthesize it. The reactants are: [CH:1]1([NH:5][C:6]([C:8]2[CH:12]=[C:11]([N+:13]([O-])=O)[NH:10][N:9]=2)=[O:7])[CH2:4][CH2:3][CH2:2]1.